Dataset: Reaction yield outcomes from USPTO patents with 853,638 reactions. Task: Predict the reaction yield, written as a fraction of the theoretical maximum amount of product (1.0 means a 100% yield; for example, 0.34 means a 34% yield). (1) The reactants are [CH2:1]([C@H:3]1[C@@H:7]([N:8]2[C:17]3[C:12](=[CH:13][N:14]=[C:15]4[N:20](S(C5C=CC(C)=CC=5)(=O)=O)[CH:19]=[CH:18][C:16]4=3)[CH2:11][CH2:10][CH2:9]2)[CH2:6][C@@H:5]([NH:31][S:32]([CH:35]2[CH2:37][CH2:36]2)(=[O:34])=[O:33])[CH2:4]1)[CH3:2].[OH-].[Na+].O.CCOC(C)=O. The catalyst is O1CCOCC1. The product is [CH2:1]([C@H:3]1[C@@H:7]([N:8]2[C:17]3[C:12](=[CH:13][N:14]=[C:15]4[NH:20][CH:19]=[CH:18][C:16]4=3)[CH2:11][CH2:10][CH2:9]2)[CH2:6][C@@H:5]([NH:31][S:32]([CH:35]2[CH2:36][CH2:37]2)(=[O:34])=[O:33])[CH2:4]1)[CH3:2]. The yield is 0.720. (2) The reactants are [CH3:1][O:2][C:3](=[O:21])[C:4]1[CH:9]=[C:8]([CH:10]([OH:12])[CH3:11])[C:7]([C:13]([F:16])([F:15])[F:14])=[CH:6][C:5]=1[NH:17]C(=O)C.O.[C:23]1(C)C=CC(S(O)(=O)=O)=C[CH:24]=1.CCOC(C)=O. The catalyst is CCO. The product is [CH3:1][O:2][C:3](=[O:21])[C:4]1[CH:9]=[C:8]([CH:10]([O:12][CH2:23][CH3:24])[CH3:11])[C:7]([C:13]([F:14])([F:15])[F:16])=[CH:6][C:5]=1[NH2:17]. The yield is 0.570. (3) The reactants are [Br:1][C:2]1[CH:3]=[CH:4][C:5]2[O:11][CH2:10][CH2:9][N:8]3[CH:12]=[C:13](I)[N:14]=[C:7]3[C:6]=2[CH:16]=1.[CH:17]([N:20]1[CH:24]=[N:23][CH:22]=[N:21]1)([CH3:19])[CH3:18].C(=O)([O-])[O-].[Cs+].[Cs+].CN(C=O)C. The catalyst is CCOC(C)=O.[Cu]I.CC([O-])=O.CC([O-])=O.[Pd+2]. The product is [Br:1][C:2]1[CH:3]=[CH:4][C:5]2[O:11][CH2:10][CH2:9][N:8]3[CH:12]=[C:13]([C:24]4[N:20]([CH:17]([CH3:19])[CH3:18])[N:21]=[CH:22][N:23]=4)[N:14]=[C:7]3[C:6]=2[CH:16]=1. The yield is 0.0500. (4) The reactants are [NH2:1][C:2]1[CH:7]=[CH:6][C:5]([OH:8])=[C:4]([F:9])[C:3]=1[F:10].CC(C)([O-])C.[K+].[Cl:17][C:18]1[CH:23]=[C:22](Cl)[CH:21]=[CH:20][N:19]=1. The catalyst is CC(N(C)C)=O. The product is [Cl:17][C:18]1[CH:23]=[C:22]([O:8][C:5]2[CH:6]=[CH:7][C:2]([NH2:1])=[C:3]([F:10])[C:4]=2[F:9])[CH:21]=[CH:20][N:19]=1. The yield is 0.660. (5) The product is [CH2:1]([C:5]1[C:9]([CH2:10][CH2:11][C:12]2[CH:25]=[CH:24][C:15]([C:16]([NH:18][CH:19]3[CH2:23][CH2:22][O:21][CH2:20]3)=[O:17])=[CH:14][N:13]=2)=[C:8]([CH3:26])[O:7][N:6]=1)[CH2:2][CH2:3][CH3:4]. The yield is 0.550. The reactants are [CH2:1]([C:5]1[C:9](/[CH:10]=[CH:11]/[C:12]2[CH:25]=[CH:24][C:15]([C:16]([NH:18][CH:19]3[CH2:23][CH2:22][O:21][CH2:20]3)=[O:17])=[CH:14][N:13]=2)=[C:8]([CH3:26])[O:7][N:6]=1)[CH2:2][CH2:3][CH3:4]. The catalyst is [Pd].C(O)C. (6) The reactants are [CH:1]1([CH2:6][CH:7]([C:16]2[CH:21]=[CH:20][C:19]([N+:22]([O-])=O)=[CH:18][CH:17]=2)[C:8]([NH:10][C:11]2[S:12][CH:13]=[CH:14][N:15]=2)=[O:9])[CH2:5][CH2:4][CH2:3][CH2:2]1. The catalyst is C(OCC)(=O)C.[Pd]. The product is [NH2:22][C:19]1[CH:18]=[CH:17][C:16]([CH:7]([CH2:6][CH:1]2[CH2:5][CH2:4][CH2:3][CH2:2]2)[C:8]([NH:10][C:11]2[S:12][CH:13]=[CH:14][N:15]=2)=[O:9])=[CH:21][CH:20]=1. The yield is 0.914.